Task: Regression. Given a peptide amino acid sequence and an MHC pseudo amino acid sequence, predict their binding affinity value. This is MHC class I binding data.. Dataset: Peptide-MHC class I binding affinity with 185,985 pairs from IEDB/IMGT The peptide sequence is IEIKDTKEAL. The MHC is HLA-A30:02 with pseudo-sequence HLA-A30:02. The binding affinity (normalized) is 0.